Predict which catalyst facilitates the given reaction. From a dataset of Catalyst prediction with 721,799 reactions and 888 catalyst types from USPTO. Reactant: [CH2:1]([N:5]([CH2:23][CH2:24][CH2:25][CH3:26])[C:6]1[CH:11]=[CH:10][C:9]([CH:12]=[CH:13][C:14]2[S:18][C:17]([CH:19]=O)=[CH:16][CH:15]=2)=[C:8]([O:21][CH3:22])[CH:7]=1)[CH2:2][CH2:3][CH3:4].[C:27]([C:29]1[C:30](=[C:45]([C:48]#[N:49])[C:46]#[N:47])[O:31][C:32]([C:39]2[CH:44]=[CH:43][CH:42]=[CH:41][CH:40]=2)([C:35]([F:38])([F:37])[F:36])[C:33]=1[CH3:34])#[N:28]. Product: [CH2:23]([N:5]([CH2:1][CH2:2][CH2:3][CH3:4])[C:6]1[CH:11]=[CH:10][C:9]([CH:12]=[CH:13][C:14]2[S:18][C:17]([CH:19]=[CH:34][C:33]3[C:32]([C:39]4[CH:44]=[CH:43][CH:42]=[CH:41][CH:40]=4)([C:35]([F:38])([F:36])[F:37])[O:31][C:30](=[C:45]([C:48]#[N:49])[C:46]#[N:47])[C:29]=3[C:27]#[N:28])=[CH:16][CH:15]=2)=[C:8]([O:21][CH3:22])[CH:7]=1)[CH2:24][CH2:25][CH3:26]. The catalyst class is: 199.